Dataset: Forward reaction prediction with 1.9M reactions from USPTO patents (1976-2016). Task: Predict the product of the given reaction. (1) The product is: [N:17]1[CH:18]=[CH:19][CH:20]=[N:21][C:16]=1[N:14]1[CH2:13][CH2:12][N:11]2[CH2:22][CH:7]([CH2:6][C:23]#[N:24])[CH2:8][CH2:9][CH:10]2[CH2:15]1. Given the reactants CS(O[CH2:6][CH:7]1[CH2:22][N:11]2[CH2:12][CH2:13][N:14]([C:16]3[N:21]=[CH:20][CH:19]=[CH:18][N:17]=3)[CH2:15][CH:10]2[CH2:9][CH2:8]1)(=O)=O.[C-:23]#[N:24].[Na+].C(=O)(O)[O-].[Na+], predict the reaction product. (2) Given the reactants [OH:1][CH2:2][CH2:3][N:4]([CH2:17][C:18]([F:21])([F:20])[F:19])[C:5]1[CH:12]=[CH:11][C:8]([C:9]#[N:10])=[C:7]([C:13]([F:16])([F:15])[F:14])[CH:6]=1.[F:22][C:23]1[CH:24]=[C:25](O)[CH:26]=[CH:27][CH:28]=1, predict the reaction product. The product is: [F:22][C:23]1[CH:28]=[C:27]([O:1][CH2:2][CH2:3][N:4]([CH2:17][C:18]([F:19])([F:20])[F:21])[C:5]2[CH:12]=[CH:11][C:8]([C:9]#[N:10])=[C:7]([C:13]([F:15])([F:16])[F:14])[CH:6]=2)[CH:26]=[CH:25][CH:24]=1. (3) Given the reactants [CH3:1][C:2]1[CH:12]=[CH:11][C:10]([Si:13]([CH3:16])([CH3:15])[CH3:14])=[CH:9][C:3]=1[O:4][Si](C)(C)C.[F-].C([N+](CCCC)(CCCC)CCCC)CCC.O, predict the reaction product. The product is: [CH3:14][Si:13]([CH3:15])([CH3:16])[C:10]1[CH:11]=[CH:12][C:2]([CH3:1])=[C:3]([OH:4])[CH:9]=1. (4) Given the reactants [CH:1]1([CH2:4][O:5][C:6]2[CH:14]=[CH:13][C:12]([S:15]([CH3:18])(=[O:17])=[O:16])=[CH:11][C:7]=2[C:8]([OH:10])=O)[CH2:3][CH2:2]1.Cl.[N:20]1([C:26]2[C:30]3[CH:31]=[CH:32][CH:33]=[CH:34][C:29]=3[S:28][N:27]=2)[CH2:25][CH2:24][NH:23][CH2:22][CH2:21]1.C(OCC)(=O)C, predict the reaction product. The product is: [S:28]1[C:29]2[CH:34]=[CH:33][CH:32]=[CH:31][C:30]=2[C:26]([N:20]2[CH2:21][CH2:22][N:23]([C:8]([C:7]3[CH:11]=[C:12]([S:15]([CH3:18])(=[O:17])=[O:16])[CH:13]=[CH:14][C:6]=3[O:5][CH2:4][CH:1]3[CH2:2][CH2:3]3)=[O:10])[CH2:24][CH2:25]2)=[N:27]1. (5) Given the reactants [OH:1][CH2:2][C:3]([C:5]1[CH:10]=[CH:9][C:8]([O:11][CH3:12])=[CH:7][CH:6]=1)=O.[C:13](#[N:17])[CH2:14][C:15]#[N:16].C(NCC)C.O, predict the reaction product. The product is: [NH2:17][C:13]1[O:1][CH:2]=[C:3]([C:5]2[CH:10]=[CH:9][C:8]([O:11][CH3:12])=[CH:7][CH:6]=2)[C:14]=1[C:15]#[N:16]. (6) Given the reactants C(OC(=O)[NH:7][C@H:8]([C@H:16]([OH:19])[CH2:17][Cl:18])[CH2:9][C@H:10]([CH3:15])[CH2:11][CH2:12][CH:13]=[CH2:14])(C)(C)C.C[O:22][C:23](=O)[C@@H:24](NC(OC(C)(C)C)=O)[CH2:25]C1C=CC=C(OCC=C)C=1.Cl.CCOCC, predict the reaction product. The product is: [ClH:18].[CH2:23]([O:22][C:14]1[CH:15]=[C:10]([CH2:9][C@H:8]([NH2:7])[C@H:16]([OH:19])[CH2:17][Cl:18])[CH:11]=[CH:12][CH:13]=1)[CH:24]=[CH2:25]. (7) Given the reactants C(OC(=O)[NH:7][C@H:8]1[CH2:13][CH2:12][CH2:11][N:10]([C:14]2[N:22]([CH2:23][C:24]3[CH:29]=[CH:28][CH:27]=[CH:26][CH:25]=3)[C:21]3[C:20](=O)[NH:19][CH:18]=[N:17][C:16]=3[C:15]=2[C:31]#[N:32])[CH2:9]1)(C)(C)C.[C:34](=[O:37])([O-])[O-].[K+].[K+].BrC[C:42]1[CH:43]=[CH:44][CH:45]=[C:46]2[C:51]=1[CH:50]=[N:49][CH:48]=[CH:47]2.[ClH:52], predict the reaction product. The product is: [ClH:52].[NH2:7][C@H:8]1[CH2:13][CH2:12][CH2:11][N:10]([C:14]2[N:22]([CH2:23][C:24]3[CH:29]=[CH:28][CH:27]=[CH:26][CH:25]=3)[C:21]3[C:34](=[O:37])[N:19]([CH2:20][C:47]4[CH:46]=[CH:45][CH:44]=[C:43]5[C:48]=4[N:49]=[CH:50][CH:51]=[CH:42]5)[CH:18]=[N:17][C:16]=3[C:15]=2[C:31]#[N:32])[CH2:9]1.